From a dataset of NCI-60 drug combinations with 297,098 pairs across 59 cell lines. Regression. Given two drug SMILES strings and cell line genomic features, predict the synergy score measuring deviation from expected non-interaction effect. (1) Drug 1: C1=C(C(=O)NC(=O)N1)N(CCCl)CCCl. Drug 2: C(CCl)NC(=O)N(CCCl)N=O. Cell line: HT29. Synergy scores: CSS=27.1, Synergy_ZIP=3.49, Synergy_Bliss=8.87, Synergy_Loewe=0.976, Synergy_HSA=6.73. (2) Drug 1: C1=C(C(=O)NC(=O)N1)N(CCCl)CCCl. Drug 2: C1C(C(OC1N2C=C(C(=O)NC2=O)F)CO)O. Cell line: HS 578T. Synergy scores: CSS=27.8, Synergy_ZIP=-4.30, Synergy_Bliss=-2.72, Synergy_Loewe=-1.69, Synergy_HSA=2.20. (3) Drug 1: CC1=C2C(C(=O)C3(C(CC4C(C3C(C(C2(C)C)(CC1OC(=O)C(C(C5=CC=CC=C5)NC(=O)C6=CC=CC=C6)O)O)OC(=O)C7=CC=CC=C7)(CO4)OC(=O)C)O)C)OC(=O)C. Cell line: COLO 205. Synergy scores: CSS=64.5, Synergy_ZIP=-1.50, Synergy_Bliss=-2.05, Synergy_Loewe=-9.23, Synergy_HSA=-0.683. Drug 2: CCN(CC)CCCC(C)NC1=C2C=C(C=CC2=NC3=C1C=CC(=C3)Cl)OC. (4) Drug 1: C1=CC=C(C(=C1)C(C2=CC=C(C=C2)Cl)C(Cl)Cl)Cl. Drug 2: CC1CCC2CC(C(=CC=CC=CC(CC(C(=O)C(C(C(=CC(C(=O)CC(OC(=O)C3CCCCN3C(=O)C(=O)C1(O2)O)C(C)CC4CCC(C(C4)OC)O)C)C)O)OC)C)C)C)OC. Cell line: TK-10. Synergy scores: CSS=1.96, Synergy_ZIP=7.22, Synergy_Bliss=10.9, Synergy_Loewe=7.92, Synergy_HSA=7.26. (5) Drug 1: C1=CN(C=N1)CC(O)(P(=O)(O)O)P(=O)(O)O. Drug 2: C1CN(CCN1C(=O)CCBr)C(=O)CCBr. Cell line: SR. Synergy scores: CSS=54.8, Synergy_ZIP=2.50, Synergy_Bliss=3.02, Synergy_Loewe=-1.89, Synergy_HSA=2.11. (6) Drug 1: CC1=C2C(C(=O)C3(C(CC4C(C3C(C(C2(C)C)(CC1OC(=O)C(C(C5=CC=CC=C5)NC(=O)C6=CC=CC=C6)O)O)OC(=O)C7=CC=CC=C7)(CO4)OC(=O)C)O)C)OC(=O)C. Drug 2: CC1C(C(CC(O1)OC2CC(CC3=C2C(=C4C(=C3O)C(=O)C5=CC=CC=C5C4=O)O)(C(=O)C)O)N)O. Cell line: RPMI-8226. Synergy scores: CSS=50.4, Synergy_ZIP=-7.66, Synergy_Bliss=-10.8, Synergy_Loewe=-6.94, Synergy_HSA=-5.04. (7) Drug 1: C1=CC(=C2C(=C1NCCNCCO)C(=O)C3=C(C=CC(=C3C2=O)O)O)NCCNCCO. Drug 2: C1CN1P(=S)(N2CC2)N3CC3. Cell line: MDA-MB-435. Synergy scores: CSS=-3.75, Synergy_ZIP=-5.64, Synergy_Bliss=-6.93, Synergy_Loewe=-18.0, Synergy_HSA=-7.84.